Task: Predict the reaction yield, written as a fraction of the theoretical maximum amount of product (1.0 means a 100% yield; for example, 0.34 means a 34% yield).. Dataset: Reaction yield outcomes from USPTO patents with 853,638 reactions (1) The yield is 0.930. The product is [Br:11][C:12]1[CH:13]=[C:14]([CH2:15][OH:16])[CH:19]=[C:20]([CH2:22][N:23]([CH3:24])[CH3:25])[CH:21]=1. The catalyst is O1CCCC1. The reactants are [H-].C([Al+]CC(C)C)C(C)C.[Br:11][C:12]1[CH:13]=[C:14]([CH:19]=[C:20]([CH2:22][N:23]([CH3:25])[CH3:24])[CH:21]=1)[C:15](OC)=[O:16]. (2) The reactants are [F:1][C:2]([F:29])([F:28])[C:3]1[CH:27]=[CH:26][CH:25]=[CH:24][C:4]=1[C:5]([N:7]1[CH2:11][C:10]2[CH2:12][N:13]([C:15]3[CH:23]=[CH:22][C:18]([C:19]([OH:21])=O)=[CH:17][N:16]=3)[CH2:14][C:9]=2[CH2:8]1)=[O:6].Cl.[S:31]1[CH:35]=[CH:34][N:33]=[C:32]1[CH2:36][NH2:37]. No catalyst specified. The product is [S:31]1[CH:35]=[CH:34][N:33]=[C:32]1[CH2:36][NH:37][C:19](=[O:21])[C:18]1[CH:22]=[CH:23][C:15]([N:13]2[CH2:14][C:9]3[CH2:8][N:7]([C:5](=[O:6])[C:4]4[CH:24]=[CH:25][CH:26]=[CH:27][C:3]=4[C:2]([F:29])([F:1])[F:28])[CH2:11][C:10]=3[CH2:12]2)=[N:16][CH:17]=1. The yield is 0.280. (3) The reactants are [C:1]([C:5]1[CH:9]=[C:8]([C:10]2[CH:15]=[CH:14][CH:13]=[CH:12][CH:11]=2)[N:7]([CH2:16][C:17]2[CH:38]=[CH:37][C:20]([CH2:21][NH:22][C:23]3[CH:28]=[CH:27][C:26]([CH2:29][CH2:30][C:31]([O:33]CC)=[O:32])=[C:25]([F:36])[CH:24]=3)=[CH:19][CH:18]=2)[N:6]=1)([CH3:4])([CH3:3])[CH3:2].[OH-].[Na+].O.C(O)(=O)CC(CC(O)=O)(C(O)=O)O. The catalyst is C(O)C.O1CCCC1. The product is [C:1]([C:5]1[CH:9]=[C:8]([C:10]2[CH:11]=[CH:12][CH:13]=[CH:14][CH:15]=2)[N:7]([CH2:16][C:17]2[CH:38]=[CH:37][C:20]([CH2:21][NH:22][C:23]3[CH:28]=[CH:27][C:26]([CH2:29][CH2:30][C:31]([OH:33])=[O:32])=[C:25]([F:36])[CH:24]=3)=[CH:19][CH:18]=2)[N:6]=1)([CH3:4])([CH3:2])[CH3:3]. The yield is 0.650. (4) The reactants are C[O:2][C:3]1[CH:4]=[CH:5][C:6]2[O:12][C:11]3[CH:13]=[CH:14][CH:15]=[CH:16][C:10]=3[N:9]=[C:8]([C:17]3[CH:27]=[CH:26][C:20]([C:21]([O:23][CH2:24][CH3:25])=[O:22])=[CH:19][CH:18]=3)[C:7]=2[CH:28]=1.B(Br)(Br)Br.C(O)C.CO. The catalyst is C(Cl)Cl.C(OCC)(=O)C. The product is [OH:2][C:3]1[CH:4]=[CH:5][C:6]2[O:12][C:11]3[CH:13]=[CH:14][CH:15]=[CH:16][C:10]=3[N:9]=[C:8]([C:17]3[CH:27]=[CH:26][C:20]([C:21]([O:23][CH2:24][CH3:25])=[O:22])=[CH:19][CH:18]=3)[C:7]=2[CH:28]=1. The yield is 0.300. (5) The reactants are C(NC(C)C)(C)C.C([Li])CCC.[CH:13]1([C:18]([O:20][CH3:21])=[O:19])[CH2:17][CH2:16][CH2:15][CH2:14]1.[CH3:22][O:23][CH2:24][CH2:25]Br. The catalyst is O1CCCC1. The product is [CH3:22][O:23][CH2:24][CH2:25][C:13]1([C:18]([O:20][CH3:21])=[O:19])[CH2:17][CH2:16][CH2:15][CH2:14]1. The yield is 0.590.